Dataset: Reaction yield outcomes from USPTO patents with 853,638 reactions. Task: Predict the reaction yield, written as a fraction of the theoretical maximum amount of product (1.0 means a 100% yield; for example, 0.34 means a 34% yield). (1) The yield is 0.670. The catalyst is C(#N)C.O. The reactants are [CH2:1]([O:8][C:9]([N:11]1[C@H:16]([CH3:17])[CH2:15][N:14](CC2C=CC(OC)=CC=2OC)[C:13](=[O:29])[C@@H:12]1[CH3:30])=[O:10])[C:2]1[CH:7]=[CH:6][CH:5]=[CH:4][CH:3]=1.S(OOS([O-])(=O)=O)([O-])(=O)=O.[K+].[K+].P([O-])([O-])([O-])=O.[Na+].[Na+].[Na+].C(OCC)(=O)C. The product is [CH2:1]([O:8][C:9]([N:11]1[C@H:16]([CH3:17])[CH2:15][NH:14][C:13](=[O:29])[C@@H:12]1[CH3:30])=[O:10])[C:2]1[CH:3]=[CH:4][CH:5]=[CH:6][CH:7]=1. (2) The reactants are [F:1][C:2]1[CH:7]=[C:6]([F:8])[C:5]([F:9])=[CH:4][C:3]=1[N:10]=[C:11]=S.[NH:13]([C:15]([C:17]([NH:19][C:20]1[CH:37]=[CH:36][C:23]([O:24][C@@H:25]2[CH2:30][CH2:29][C@H:28]([C:31]([O:33][CH2:34][CH3:35])=[O:32])[CH2:27][CH2:26]2)=[CH:22][C:21]=1[N+:38]([O-:40])=[O:39])=[O:18])=[O:16])[NH2:14].CCN=C=NCCCN(C)C.CCOC(C)=O. The catalyst is CC(N(C)C)=O.O. The product is [N+:38]([C:21]1[CH:22]=[C:23]([CH:36]=[CH:37][C:20]=1[NH:19][C:17]([C:15]1[O:16][C:11]([NH:10][C:3]2[CH:4]=[C:5]([F:9])[C:6]([F:8])=[CH:7][C:2]=2[F:1])=[N:14][N:13]=1)=[O:18])[O:24][C@@H:25]1[CH2:26][CH2:27][C@H:28]([C:31]([O:33][CH2:34][CH3:35])=[O:32])[CH2:29][CH2:30]1)([O-:40])=[O:39]. The yield is 0.820. (3) The reactants are C([O:3][C:4]([C:6]1[N:7]([CH2:21][C:22]2[CH:27]=[CH:26][C:25]([NH2:28])=[CH:24][CH:23]=2)[C:8]2[C:13]([C:14]=1[C:15]1[CH:20]=[CH:19][CH:18]=[CH:17][CH:16]=1)=[CH:12][CH:11]=[CH:10][CH:9]=2)=[O:5])C.[CH2:29]([CH2:33][C:34](=O)[CH3:35])[C:30]([CH3:32])=O.O.[OH-].[Li+]. The catalyst is C1(C)C=CC=CC=1. The product is [CH3:35][C:34]1[N:28]([C:25]2[CH:24]=[CH:23][C:22]([CH2:21][N:7]3[C:20]4[C:15](=[CH:16][CH:17]=[CH:18][CH:19]=4)[C:14]([C:13]4[CH:12]=[CH:11][CH:10]=[CH:9][CH:8]=4)=[C:6]3[C:4]([OH:3])=[O:5])=[CH:27][CH:26]=2)[C:30]([CH3:32])=[CH:29][CH:33]=1. The yield is 0.0600. (4) The reactants are Cl.[CH2:2]([O:4][C:5](=[O:14])[CH:6]([NH2:13])[C:7](=O)[C:8]([F:11])([F:10])[F:9])[CH3:3].C(OC([N:22]1[CH2:27][CH2:26][C:25](=O)[CH2:24][C:23]1=[O:29])=O)(C)(C)C.C([O-])(=O)C.[Na+]. The catalyst is O.O1CCOCC1. The product is [CH2:2]([O:4][C:5]([C:6]1[NH:13][C:25]2[CH2:26][CH2:27][NH:22][C:23](=[O:29])[C:24]=2[C:7]=1[C:8]([F:11])([F:10])[F:9])=[O:14])[CH3:3]. The yield is 0.350. (5) The reactants are C([N:3](CC)CC)C.ClC(OCC(C)C)=O.[S:16]1[CH:20]=[CH:19][C:18]2[C:21]([N:25]3[CH2:30][CH2:29][N:28]([CH2:31][CH2:32][CH2:33][O:34][C:35]4[C:44]5[C:39](=[CH:40][CH:41]=[CH:42][CH:43]=5)[N:38]=[C:37]([C:45](O)=[O:46])[CH:36]=4)[CH2:27][CH2:26]3)=[CH:22][CH:23]=[CH:24][C:17]1=2.N. The catalyst is C(#N)C.C(OCC)(=O)C. The product is [S:16]1[CH:20]=[CH:19][C:18]2[C:21]([N:25]3[CH2:30][CH2:29][N:28]([CH2:31][CH2:32][CH2:33][O:34][C:35]4[C:44]5[C:39](=[CH:40][CH:41]=[CH:42][CH:43]=5)[N:38]=[C:37]([C:45]([NH2:3])=[O:46])[CH:36]=4)[CH2:27][CH2:26]3)=[CH:22][CH:23]=[CH:24][C:17]1=2. The yield is 0.160. (6) The reactants are [C:1]([O:5][C:6]([CH2:8][C@H:9]([NH:12][S:13]([C:16]1[CH:24]=[CH:23][C:19]([C:20]([OH:22])=O)=[CH:18][C:17]=1[O:25][CH2:26][CH2:27][C:28]1[CH:37]=[CH:36][CH:35]=[C:34]2[C:29]=1[CH:30]=[CH:31][CH:32]=[N:33]2)(=[O:15])=[O:14])[C:10]#[N:11])=[O:7])([CH3:4])([CH3:3])[CH3:2].CC[N:40]=C=NCCCN(C)C.C1C=CC2N(O)N=NC=2C=1.CN1CCOCC1.[NH4+].[OH-]. The catalyst is C1COCC1.CCOC(C)=O. The product is [C:1]([O:5][C:6](=[O:7])[CH2:8][C@H:9]([NH:12][S:13]([C:16]1[CH:24]=[CH:23][C:19]([C:20](=[O:22])[NH2:40])=[CH:18][C:17]=1[O:25][CH2:26][CH2:27][C:28]1[CH:37]=[CH:36][CH:35]=[C:34]2[C:29]=1[CH:30]=[CH:31][CH:32]=[N:33]2)(=[O:14])=[O:15])[C:10]#[N:11])([CH3:4])([CH3:2])[CH3:3]. The yield is 0.220.